This data is from hERG Central: cardiac toxicity at 1µM, 10µM, and general inhibition. The task is: Predict hERG channel inhibition at various concentrations. (1) The compound is Cn1c(=O)n(C)c2cc(NC(=O)COc3ccc(Cl)cc3)ccc21. Results: hERG_inhib (hERG inhibition (general)): blocker. (2) The drug is Cc1ccc2c(c1)C1CN(C)CCC1N2S(=O)(=O)c1ccc(C#N)cc1. Results: hERG_inhib (hERG inhibition (general)): blocker. (3) The molecule is O=C(NC1CC(=O)N(c2ccc(F)cc2)C1)N1CCN(C(=O)c2ccco2)CC1. Results: hERG_inhib (hERG inhibition (general)): blocker.